This data is from Catalyst prediction with 721,799 reactions and 888 catalyst types from USPTO. The task is: Predict which catalyst facilitates the given reaction. (1) Reactant: [Br:1][C:2]1[CH:15]=[CH:14][CH:13]=[C:12]2[C:3]=1[O:4][C:5]1[CH:6]=[CH:7][C:8]([NH2:16])=[CH:9][C:10]=1[CH2:11]2.[N:17]1[CH:22]=[CH:21][CH:20]=[C:19](B(O)O)[CH:18]=1.C(N(CC)CC)C.C(OCC)(=O)C. The catalyst class is: 221. Product: [Br:1][C:2]1[CH:15]=[CH:14][CH:13]=[C:12]2[C:3]=1[O:4][C:5]1[CH:6]=[CH:7][C:8]([NH:16][C:19]3[CH:18]=[N:17][CH:22]=[CH:21][CH:20]=3)=[CH:9][C:10]=1[CH2:11]2. (2) Reactant: [CH:1]([Mg]Br)=[CH2:2].CN(CCN(C)C)C.[Si:13]([O:20][C@H:21]([CH2:30][O:31][Si:32]([C:35]([CH3:38])([CH3:37])[CH3:36])([CH3:34])[CH3:33])/[CH:22]=[N:23]\[S@:24]([C:26]([CH3:29])([CH3:28])[CH3:27])=[O:25])([C:16]([CH3:19])([CH3:18])[CH3:17])([CH3:15])[CH3:14]. Product: [Si:32]([O:31][CH2:30][C@@H:21]([O:20][Si:13]([C:16]([CH3:19])([CH3:17])[CH3:18])([CH3:15])[CH3:14])[C@H:22]([NH:23][S@:24]([C:26]([CH3:27])([CH3:28])[CH3:29])=[O:25])[CH:1]=[CH2:2])([C:35]([CH3:38])([CH3:37])[CH3:36])([CH3:33])[CH3:34]. The catalyst class is: 1.